From a dataset of Full USPTO retrosynthesis dataset with 1.9M reactions from patents (1976-2016). Predict the reactants needed to synthesize the given product. (1) Given the product [CH:18]([N:21]1[C:25]([C:26]2[N:35]=[C:34]3[C:33]4[CH:36]=[CH:37][C:38]([CH:40]5[CH2:45][CH2:44][N:43]([C:4]([CH3:10])([CH3:9])[C:5]([NH:7][CH3:8])=[O:6])[CH2:42][CH2:41]5)=[CH:39][C:32]=4[O:31][CH2:30][CH2:29][N:28]3[CH:27]=2)=[N:24][CH:23]=[N:22]1)([CH3:20])[CH3:19], predict the reactants needed to synthesize it. The reactants are: [OH-].[Na+].Br[C:4]([CH3:10])([CH3:9])[C:5]([NH:7][CH3:8])=[O:6].FC(F)(F)C(O)=O.[CH:18]([N:21]1[C:25]([C:26]2[N:35]=[C:34]3[N:28]([CH2:29][CH2:30][O:31][C:32]4[CH:39]=[C:38]([CH:40]5[CH2:45][CH2:44][NH:43][CH2:42][CH2:41]5)[CH:37]=[CH:36][C:33]=43)[CH:27]=2)=[N:24][CH:23]=[N:22]1)([CH3:20])[CH3:19]. (2) Given the product [CH:18]([C:2]1[NH:3][C:4]2[C:9]([C:10]=1[CH:11]=[O:12])=[CH:8][CH:7]=[CH:6][CH:5]=2)=[CH:19][C:20]1[CH:25]=[CH:24][CH:23]=[CH:22][CH:21]=1, predict the reactants needed to synthesize it. The reactants are: Br[C:2]1[NH:3][C:4]2[C:9]([C:10]=1[CH:11]=[O:12])=[CH:8][CH:7]=[CH:6][CH:5]=2.C([Sn](CCCC)(CCCC)[CH:18]=[CH:19][C:20]1[CH:25]=[CH:24][CH:23]=[CH:22][CH:21]=1)CCC.